This data is from Full USPTO retrosynthesis dataset with 1.9M reactions from patents (1976-2016). The task is: Predict the reactants needed to synthesize the given product. (1) The reactants are: Cl[C:2]1[C:7]([CH:8]=O)=[C:6]([Cl:10])[N:5]=[CH:4][N:3]=1.C(OC([NH:18][NH:19][CH:20]1[CH2:25][CH2:24][N:23]([C:26]([O:28][CH2:29][C:30]2[CH:35]=[CH:34][CH:33]=[CH:32][CH:31]=2)=[O:27])[CH2:22][CH2:21]1)=O)(C)(C)C.C(N(CC)CC)C.Cl. Given the product [Cl:10][C:6]1[N:5]=[CH:4][N:3]=[C:2]2[N:19]([CH:20]3[CH2:21][CH2:22][N:23]([C:26]([O:28][CH2:29][C:30]4[CH:35]=[CH:34][CH:33]=[CH:32][CH:31]=4)=[O:27])[CH2:24][CH2:25]3)[N:18]=[CH:8][C:7]=12, predict the reactants needed to synthesize it. (2) Given the product [CH3:28][O:29][CH2:30][CH2:31][CH2:32][C@@H:33]1[NH:34][CH2:35][CH2:36][N:37]([C:7]2[C:6]3[N:5]=[C:4]([CH:1]([CH3:3])[CH3:2])[S:13][C:12]=3[NH:11][C:10]3[CH:14]=[CH:15][CH:16]=[CH:17][C:9]=3[N:8]=2)[CH2:38]1, predict the reactants needed to synthesize it. The reactants are: [CH:1]([C:4]1[S:13][C:12]2[NH:11][C:10]3[CH:14]=[CH:15][CH:16]=[CH:17][C:9]=3[NH:8][C:7](=S)[C:6]=2[N:5]=1)([CH3:3])[CH3:2].O(C)S(C(F)(F)F)(=O)=O.[CH3:28][O:29][CH2:30][CH2:31][CH2:32][C@H:33]1[CH2:38][NH:37][CH2:36][CH2:35][NH:34]1.N1C=CC=CC=1.